From a dataset of Full USPTO retrosynthesis dataset with 1.9M reactions from patents (1976-2016). Predict the reactants needed to synthesize the given product. (1) Given the product [NH2:14][CH2:12][C@H:11]([NH:10][C:9]1[C:4]2[S:3][C:2]([NH2:1])=[N:26][C:5]=2[N:6]=[C:7]([S:16][CH2:17][C:18]2[CH:23]=[CH:22][CH:21]=[C:20]([F:24])[C:19]=2[F:25])[N:8]=1)[CH3:15], predict the reactants needed to synthesize it. The reactants are: [NH2:1][C:2]1[S:3][C:4]2[C:9]([NH:10][C@H:11]([CH3:15])[C:12]([NH2:14])=O)=[N:8][C:7]([S:16][CH2:17][C:18]3[CH:23]=[CH:22][CH:21]=[C:20]([F:24])[C:19]=3[F:25])=[N:6][C:5]=2[N:26]=1.B. (2) Given the product [Cl:11][C:10]1[C:9]([Cl:23])=[C:8]2[C:4]([C:5](=[O:13])[C:6](=[O:12])[N:7]2[CH2:17][C:18]([OH:20])=[O:19])=[CH:3][CH:2]=1, predict the reactants needed to synthesize it. The reactants are: Cl[C:2]1[CH:3]=[C:4]2[C:8](=[CH:9][C:10]=1[Cl:11])[NH:7][C:6](=[O:12])[C:5]2=[O:13].[H-].[Na+].Br[CH2:17][C:18]([O:20]CC)=[O:19].[ClH:23]. (3) Given the product [CH3:1][O:2][C:3]1[CH:4]=[C:5]2[C:10](=[CH:11][C:12]=1[O:13][CH3:14])[N:9]=[CH:8][N:7]=[C:6]2[O:15][C:16]1[CH:22]=[CH:21][C:19]([NH:20][C:27](=[O:33])[O:26][CH2:24][CH:35]2[CH2:39][CH2:38][CH2:37][CH2:36]2)=[CH:18][CH:17]=1, predict the reactants needed to synthesize it. The reactants are: [CH3:1][O:2][C:3]1[CH:4]=[C:5]2[C:10](=[CH:11][C:12]=1[O:13][CH3:14])[N:9]=[CH:8][N:7]=[C:6]2[O:15][C:16]1[CH:22]=[CH:21][C:19]([NH2:20])=[CH:18][CH:17]=1.Cl[C:24](Cl)([O:26][C:27](=[O:33])OC(Cl)(Cl)Cl)Cl.[CH:35]1(CO)[CH2:39][CH2:38][CH2:37][CH2:36]1.C(=O)(O)[O-].[Na+]. (4) Given the product [Br:16][C:15]1[S:14][C:13]([S:17](=[O:19])(=[O:18])[NH:28][CH2:29][CH2:30][CH2:31][OH:32])=[CH:12][C:11]=1[C:7]1[S:6][C:5]([NH:4][C:1](=[O:3])[CH3:2])=[N:9][C:8]=1[CH3:10], predict the reactants needed to synthesize it. The reactants are: [C:1]([NH:4][C:5]1[S:6][C:7]([C:11]2[CH:12]=[C:13]([S:17](Cl)(=[O:19])=[O:18])[S:14][C:15]=2[Br:16])=[C:8]([CH3:10])[N:9]=1)(=[O:3])[CH3:2].C(N(CC)CC)C.[NH2:28][CH2:29][CH2:30][CH2:31][OH:32]. (5) Given the product [Cl:1][C:2]1[CH:7]=[C:6]([Cl:8])[CH:5]=[CH:4][C:3]=1[S:9]([NH:12][C:13]1[C:21]([O:22][C:23]2[CH:28]=[CH:27][C:26]([CH2:29][C:30]([OH:32])=[O:31])=[CH:25][C:24]=2[O:34][CH3:35])=[CH:20][CH:19]=[C:18]2[C:14]=1[CH:15]=[C:16]([CH3:36])[NH:17]2)(=[O:11])=[O:10], predict the reactants needed to synthesize it. The reactants are: [Cl:1][C:2]1[CH:7]=[C:6]([Cl:8])[CH:5]=[CH:4][C:3]=1[S:9]([NH:12][C:13]1[C:21]([O:22][C:23]2[CH:28]=[CH:27][C:26]([CH2:29][C:30]([O:32]C)=[O:31])=[CH:25][C:24]=2[O:34][CH3:35])=[CH:20][CH:19]=[C:18]2[C:14]=1[CH:15]=[C:16]([CH3:36])[NH:17]2)(=[O:11])=[O:10].[OH-].[Li+].Cl. (6) Given the product [F:23][C:21]1[CH:20]=[CH:19][C:18]([O:24][CH3:25])=[C:17]([C:16]2[CH:15]=[CH:14][N:13]=[C:12]3[NH:26][C:9]([C:3]4[CH2:4][CH:5]5[N:8]([CH2:28][C:29]([O:31][C:32]([CH3:35])([CH3:34])[CH3:33])=[O:30])[CH:1]([CH:2]=4)[CH2:7][CH2:6]5)=[CH:10][C:11]=23)[CH:22]=1, predict the reactants needed to synthesize it. The reactants are: [CH:1]12[NH:8][CH:5]([CH2:6][CH2:7]1)[CH2:4][C:3]([C:9]1[NH:26][C:12]3=[N:13][CH:14]=[CH:15][C:16]([C:17]4[CH:22]=[C:21]([F:23])[CH:20]=[CH:19][C:18]=4[O:24][CH3:25])=[C:11]3[CH:10]=1)=[CH:2]2.Br[CH2:28][C:29]([O:31][C:32]([CH3:35])([CH3:34])[CH3:33])=[O:30].C(N(CC)CC)C.O.